From a dataset of Reaction yield outcomes from USPTO patents with 853,638 reactions. Predict the reaction yield, written as a fraction of the theoretical maximum amount of product (1.0 means a 100% yield; for example, 0.34 means a 34% yield). (1) The reactants are CCCC[N+](CCCC)(CCCC)CCCC.[F-].[C:19]([O:23][C:24](=[O:47])[N:25]([CH2:30][C:31]1[CH:36]=[CH:35][C:34]([Cl:37])=[C:33]([C:38](C)(C)[O:39][SiH2]C(C)(C)C)[CH:32]=1)[CH2:26][CH:27]([F:29])[F:28])([CH3:22])([CH3:21])[CH3:20]. The catalyst is C1COCC1.CCOC(C)=O. The product is [C:19]([O:23][C:24](=[O:47])[N:25]([CH2:30][C:31]1[CH:36]=[CH:35][C:34]([Cl:37])=[C:33]([CH2:38][OH:39])[CH:32]=1)[CH2:26][CH:27]([F:29])[F:28])([CH3:22])([CH3:20])[CH3:21]. The yield is 0.370. (2) The reactants are [CH2:1]([CH:8]1[C:14](=[O:15])[CH2:13][CH:12]2[CH2:16][CH:9]1[CH2:10][CH2:11]2)[C:2]1[CH:7]=[CH:6][CH:5]=[CH:4][N:3]=1.CC([O-])(C)C.[K+].C1COCC1.[N:28](OCCC(C)C)=[O:29].Cl. The catalyst is C1COCC1. The product is [CH2:1]([CH:8]1[C:14](=[O:15])[C:13](=[N:28][OH:29])[CH:12]2[CH2:16][CH:9]1[CH2:10][CH2:11]2)[C:2]1[CH:7]=[CH:6][CH:5]=[CH:4][N:3]=1. The yield is 0.410. (3) The reactants are [C:1]([NH:9][C:10]1[CH:15]=[CH:14][C:13]([CH:16]=[CH:17][C:18]([OH:20])=[O:19])=[CH:12][CH:11]=1)(=[O:8])[C:2]1[CH:7]=[CH:6][CH:5]=[CH:4][CH:3]=1. The catalyst is C(O)C. The product is [C:1]([NH:9][C:10]1[CH:15]=[CH:14][C:13]([CH2:16][CH2:17][C:18]([OH:20])=[O:19])=[CH:12][CH:11]=1)(=[O:8])[C:2]1[CH:7]=[CH:6][CH:5]=[CH:4][CH:3]=1. The yield is 0.960. (4) The reactants are C(OC(=O)[NH:7][C:8]1[C:12]([NH:13]C(OC(C)(C)C)=O)=[C:11]([C:21]2[CH:26]=[CH:25][CH:24]=[CH:23][CH:22]=2)[S:10][CH:9]=1)(C)(C)C.Br.CCOCC. The catalyst is C(O)(=O)C. The product is [C:21]1([C:11]2[S:10][CH:9]=[C:8]([NH2:7])[C:12]=2[NH2:13])[CH:22]=[CH:23][CH:24]=[CH:25][CH:26]=1. The yield is 0.690. (5) The reactants are [C:1]([C:5]1[N:9]=[CH:8][NH:7][C:6]=1[CH2:10][OH:11])([CH3:4])([CH3:3])[CH3:2]. The catalyst is CC(C)=O.[O-2].[O-2].[Mn+4]. The product is [C:1]([C:5]1[N:9]=[CH:8][NH:7][C:6]=1[CH:10]=[O:11])([CH3:4])([CH3:2])[CH3:3]. The yield is 0.510.